From a dataset of Full USPTO retrosynthesis dataset with 1.9M reactions from patents (1976-2016). Predict the reactants needed to synthesize the given product. (1) Given the product [Cl:15][C:16]1[NH:17][C:18]([NH:9][CH:7]([C:1]2[CH:6]=[CH:5][CH:4]=[CH:3][CH:2]=2)[CH3:8])=[C:19]2[C:23]([N:24]=1)=[N:22][CH:21]=[N:20]2, predict the reactants needed to synthesize it. The reactants are: [C:1]1([CH:7]([NH2:9])[CH3:8])[CH:6]=[CH:5][CH:4]=[CH:3][CH:2]=1.ClCCl.CO.[Cl:15][C:16]1[NH:17][C:18](Cl)=[C:19]2[C:23]([N:24]=1)=[N:22][CH:21]=[N:20]2. (2) Given the product [Cl:35][C:31]1[CH:30]=[C:29]2[NH:28][C:27](=[O:36])[C:13]3([CH:12]([C:6]4[CH:7]=[C:8]([Cl:11])[CH:9]=[CH:10][C:5]=4[O:4][CH2:3][CH2:2][NH:1][S:38]([CH3:37])(=[O:40])=[O:39])[CH2:17][C:16](=[O:18])[NH:15][CH:14]3[C:19]3[CH:24]=[C:23]([F:25])[CH:22]=[CH:21][C:20]=3[CH3:26])[C:34]2=[CH:33][CH:32]=1, predict the reactants needed to synthesize it. The reactants are: [NH2:1][CH2:2][CH2:3][O:4][C:5]1[CH:10]=[CH:9][C:8]([Cl:11])=[CH:7][C:6]=1[CH:12]1[CH2:17][C:16](=[O:18])[NH:15][CH:14]([C:19]2[CH:24]=[C:23]([F:25])[CH:22]=[CH:21][C:20]=2[CH3:26])[C:13]21[C:34]1[C:29](=[CH:30][C:31]([Cl:35])=[CH:32][CH:33]=1)[NH:28][C:27]2=[O:36].[CH3:37][S:38](Cl)(=[O:40])=[O:39].C(N(CC)CC)C. (3) The reactants are: [Cl:1][C:2]1[CH:7]=[C:6]([CH3:8])[C:5]([CH3:9])=[CH:4][C:3]=1[CH:10]1[C:14](=[O:15])[C:13]2([CH2:20][CH2:19][N:18]([O:21][CH3:22])[CH2:17][CH2:16]2)[N:12]([CH3:23])[C:11]1=[O:24].C(=O)([O-])O.[Na+].S(Cl)([Cl:33])(=O)=O.C(=O)([O-])[O-].[Na+].[Na+]. Given the product [Cl:33][C:10]1([C:3]2[CH:4]=[C:5]([CH3:9])[C:6]([CH3:8])=[CH:7][C:2]=2[Cl:1])[C:14](=[O:15])[C:13]2([CH2:20][CH2:19][N:18]([O:21][CH3:22])[CH2:17][CH2:16]2)[N:12]([CH3:23])[C:11]1=[O:24], predict the reactants needed to synthesize it. (4) The reactants are: [OH-].[Li+].[C:3]1([CH2:14][C:15]([O:17]C)=[O:16])[CH:8]=[CH:7][C:6]([CH2:9][C:10]([O:12][CH3:13])=[O:11])=[CH:5][CH:4]=1.C1COCC1.Cl. Given the product [CH3:13][O:12][C:10](=[O:11])[CH2:9][C:6]1[CH:7]=[CH:8][C:3]([CH2:14][C:15]([OH:17])=[O:16])=[CH:4][CH:5]=1, predict the reactants needed to synthesize it. (5) The reactants are: [H-].[Na+].[CH2:3]([O:10][C:11](=[O:20])[NH:12][C:13]1[CH:18]=[CH:17][C:16]([OH:19])=[CH:15][N:14]=1)[C:4]1[CH:9]=[CH:8][CH:7]=[CH:6][CH:5]=1.CC1C=CC(S(O[CH2:32][C@H:33]2[O:35][CH2:34]2)(=O)=O)=CC=1.C(=O)(O)[O-].[Na+]. Given the product [CH2:3]([O:10][C:11]([NH:12][C:13]1[CH:18]=[CH:17][C:16]([O:19][CH2:32][C@H:33]2[O:35][CH2:34]2)=[CH:15][N:14]=1)=[O:20])[C:4]1[CH:9]=[CH:8][CH:7]=[CH:6][CH:5]=1, predict the reactants needed to synthesize it. (6) Given the product [NH:26]1[C:27](=[O:28])[NH:11][C:9](=[O:10])[NH:8][C:25]1=[O:30], predict the reactants needed to synthesize it. The reactants are: C([NH:8][C:9]([NH:11]C1C=NN(CC2C(C)=NOC=2C)C=1)=[O:10])C1C=CC=CC=1.[C:25](=[O:30])=[N:26][C:27](Cl)=[O:28].